Regression. Given a peptide amino acid sequence and an MHC pseudo amino acid sequence, predict their binding affinity value. This is MHC class II binding data. From a dataset of Peptide-MHC class II binding affinity with 134,281 pairs from IEDB. (1) The peptide sequence is HFSNVFRSVMAPFTM. The MHC is HLA-DQA10501-DQB10201 with pseudo-sequence HLA-DQA10501-DQB10201. The binding affinity (normalized) is 0.600. (2) The peptide sequence is EKKYFAATQFEPLIA. The MHC is HLA-DQA10501-DQB10201 with pseudo-sequence HLA-DQA10501-DQB10201. The binding affinity (normalized) is 0.571. (3) The peptide sequence is HSNWRAMASDFNLPP. The MHC is DRB3_0101 with pseudo-sequence DRB3_0101. The binding affinity (normalized) is 0.